Dataset: Reaction yield outcomes from USPTO patents with 853,638 reactions. Task: Predict the reaction yield, written as a fraction of the theoretical maximum amount of product (1.0 means a 100% yield; for example, 0.34 means a 34% yield). (1) The reactants are [Cl:1][C:2]1[CH:15]=[CH:14][C:5]([O:6][C:7]2[CH:12]=[CH:11][CH:10]=[CH:9][C:8]=2[NH2:13])=[CH:4][CH:3]=1.[C:16]([N:23]1[CH2:28][CH2:27][C:26](=O)[CH2:25][CH2:24]1)([O:18][C:19]([CH3:22])([CH3:21])[CH3:20])=[O:17].C(O)(=O)C.C(O[BH-](OC(=O)C)OC(=O)C)(=O)C.[Na+]. The catalyst is ClCCCl. The product is [C:19]([O:18][C:16]([N:23]1[CH2:28][CH2:27][CH:26]([NH:13][C:8]2[CH:9]=[CH:10][CH:11]=[CH:12][C:7]=2[O:6][C:5]2[CH:14]=[CH:15][C:2]([Cl:1])=[CH:3][CH:4]=2)[CH2:25][CH2:24]1)=[O:17])([CH3:22])([CH3:20])[CH3:21]. The yield is 0.680. (2) The reactants are [OH-].[K+].[Br:3][C:4]1[C:5]([C:16]2[CH:21]=[CH:20][CH:19]=[CH:18][CH:17]=2)=[C:6]([C:11]([O:13]CC)=[O:12])[N:7]([CH3:10])[C:8]=1[CH3:9]. The catalyst is O.C(O)C. The product is [Br:3][C:4]1[C:5]([C:16]2[CH:21]=[CH:20][CH:19]=[CH:18][CH:17]=2)=[C:6]([C:11]([OH:13])=[O:12])[N:7]([CH3:10])[C:8]=1[CH3:9]. The yield is 0.690. (3) The product is [O:9]1[C:8]2([CH2:13][CH2:14][CH2:15][C:6]3([CH2:5][CH2:4][C:3]([CH:2]=[O:1])=[CH:16]3)[CH2:7]2)[O:12][CH2:11][CH2:10]1. No catalyst specified. The yield is 0.720. The reactants are [O:1]=[CH:2][CH2:3][CH2:4][CH2:5][C:6]1([CH:16]=O)[CH2:15][CH2:14][CH2:13][C:8]2([O:12][CH2:11][CH2:10][O:9]2)[CH2:7]1.FC(F)(F)C([O-])=O.C([NH2+]CC1C=CC=CC=1)C1C=CC=CC=1. (4) The product is [CH3:26][O:25][C:23](=[O:24])[C:22]1[CH:27]=[CH:28][C:19]([O:16][CH2:15][C:14]2[C:10]([C:5]3[CH:6]=[CH:7][CH:8]=[CH:9][C:4]=3[F:3])=[N:11][O:12][C:13]=2[CH3:17])=[N:20][CH:21]=1. The yield is 0.490. The reactants are [H-].[Na+].[F:3][C:4]1[CH:9]=[CH:8][CH:7]=[CH:6][C:5]=1[C:10]1[C:14]([CH2:15][OH:16])=[C:13]([CH3:17])[O:12][N:11]=1.Cl[C:19]1[CH:28]=[CH:27][C:22]([C:23]([O:25][CH3:26])=[O:24])=[CH:21][N:20]=1.[Cl-].[Na+]. The catalyst is C1COCC1. (5) The reactants are Cl[C:2]1[C:11]2[C:6](=[CH:7][CH:8]=[C:9]([CH3:12])[CH:10]=2)[N:5]=[CH:4][N:3]=1.[NH2:13][C:14]1[C:15]([CH3:42])=[C:16]([C:20]2[C:32]3[C:31]4[C:26](=[CH:27][C:28]([N:33]5[CH2:37][CH2:36][CH2:35][C:34]5=[O:38])=[CH:29][CH:30]=4)[NH:25][C:24]=3[C:23]([C:39]([NH2:41])=[O:40])=[CH:22][CH:21]=2)[CH:17]=[CH:18][CH:19]=1.Cl. The catalyst is C(O)(C)C. The product is [CH3:42][C:15]1[C:14]([NH:13][C:2]2[C:11]3[C:6](=[CH:7][CH:8]=[C:9]([CH3:12])[CH:10]=3)[N:5]=[CH:4][N:3]=2)=[CH:19][CH:18]=[CH:17][C:16]=1[C:20]1[C:32]2[C:31]3[C:26](=[CH:27][C:28]([N:33]4[CH2:37][CH2:36][CH2:35][C:34]4=[O:38])=[CH:29][CH:30]=3)[NH:25][C:24]=2[C:23]([C:39]([NH2:41])=[O:40])=[CH:22][CH:21]=1. The yield is 0.200. (6) The reactants are [N:1]1([C:7]2[CH:16]=[CH:15][CH:14]=[C:13]3[C:8]=2[C:9]([NH2:18])=[N:10][C:11]([NH2:17])=[N:12]3)[CH2:6][CH2:5][NH:4][CH2:3][CH2:2]1.[C:19](Cl)(=[O:29])[C:20]1[CH:28]=[CH:27][C:26]2[O:25][CH2:24][O:23][C:22]=2[CH:21]=1. No catalyst specified. The product is [O:25]1[C:26]2[CH:27]=[CH:28][C:20]([C:19]([N:4]3[CH2:5][CH2:6][N:1]([C:7]4[CH:16]=[CH:15][CH:14]=[C:13]5[C:8]=4[C:9]([NH2:18])=[N:10][C:11]([NH2:17])=[N:12]5)[CH2:2][CH2:3]3)=[O:29])=[CH:21][C:22]=2[O:23][CH2:24]1. The yield is 0.540. (7) The reactants are [OH:1][C:2]1[C:9]([N+:10]([O-:12])=[O:11])=[CH:8][C:5]([CH:6]=[O:7])=[CH:4][C:3]=1[O:13]C.Br.CCOC(C)=O. The catalyst is C(O)(=O)C. The product is [OH:13][C:3]1[CH:4]=[C:5]([CH:8]=[C:9]([N+:10]([O-:12])=[O:11])[C:2]=1[OH:1])[CH:6]=[O:7]. The yield is 0.395.